This data is from Peptide-MHC class II binding affinity with 134,281 pairs from IEDB. The task is: Regression. Given a peptide amino acid sequence and an MHC pseudo amino acid sequence, predict their binding affinity value. This is MHC class II binding data. (1) The MHC is HLA-DPA10103-DPB10601 with pseudo-sequence HLA-DPA10103-DPB10601. The binding affinity (normalized) is 0. The peptide sequence is AAATRGTTVYGAFAA. (2) The peptide sequence is RLSRQKLNFLGQREP. The MHC is DRB1_0101 with pseudo-sequence DRB1_0101. The binding affinity (normalized) is 0.175. (3) The peptide sequence is LKGEACPLPHKLDSF. The MHC is DRB1_0101 with pseudo-sequence DRB1_0101. The binding affinity (normalized) is 0.447. (4) The MHC is DRB3_0202 with pseudo-sequence DRB3_0202. The binding affinity (normalized) is 0. The peptide sequence is SMPFGKTPVLEIDGK. (5) The peptide sequence is VPRDLEVVAATPTSL. The MHC is DRB5_0101 with pseudo-sequence DRB5_0101. The binding affinity (normalized) is 0.241. (6) The MHC is DRB1_0404 with pseudo-sequence DRB1_0404. The binding affinity (normalized) is 0. The peptide sequence is GTSGSPIVNRNGEVI.